Dataset: Reaction yield outcomes from USPTO patents with 853,638 reactions. Task: Predict the reaction yield, written as a fraction of the theoretical maximum amount of product (1.0 means a 100% yield; for example, 0.34 means a 34% yield). (1) The reactants are [CH:1]1([CH2:6][N:7]([CH2:21][CH3:22])[C:8]2[C:9]([CH2:16][O:17]COC)=[N:10][C:11]([O:14][CH3:15])=[CH:12][CH:13]=2)[CH2:5][CH2:4][CH2:3][CH2:2]1.Cl.[OH-].[Na+]. The catalyst is O1CCOCC1.O. The product is [CH:1]1([CH2:6][N:7]([CH2:21][CH3:22])[C:8]2[C:9]([CH2:16][OH:17])=[N:10][C:11]([O:14][CH3:15])=[CH:12][CH:13]=2)[CH2:2][CH2:3][CH2:4][CH2:5]1. The yield is 0.940. (2) The reactants are [CH2:1]([CH:3]([C:6]1[N:11]2[N:12]=[C:13]([CH3:16])[C:14](I)=[C:10]2[N:9]=[C:8]([CH3:17])[CH:7]=1)[CH2:4][CH3:5])[CH3:2].[Cl:18][C:19]1[S:20][CH:21]=[C:22]([Cl:24])[N:23]=1.C(=O)([O-])[O-].[Cs+].[Cs+].N1C2C(=CC=C3C=2N=CC=C3)C=CC=1.CC1OCCC1. The catalyst is CC(N(C)C)=O. The product is [CH2:1]([CH:3]([C:6]1[N:11]2[N:12]=[C:13]([CH3:16])[C:14]([C:21]3[S:20][C:19]([Cl:18])=[N:23][C:22]=3[Cl:24])=[C:10]2[N:9]=[C:8]([CH3:17])[CH:7]=1)[CH2:4][CH3:5])[CH3:2]. The yield is 0.959.